This data is from Forward reaction prediction with 1.9M reactions from USPTO patents (1976-2016). The task is: Predict the product of the given reaction. (1) Given the reactants C(O[C:6](=O)[N:7](C)[CH2:8][CH2:9][C@H:10]([C:20]1[CH:25]=[CH:24][CH:23]=[CH:22][CH:21]=1)[C:11]1[C:19]2[C:14](=[N:15][CH:16]=[CH:17][CH:18]=2)[NH:13][CH:12]=1)(C)(C)C.[F:28][C:29]([F:34])([F:33])[C:30]([OH:32])=[O:31], predict the reaction product. The product is: [CH3:6][NH:7][CH2:8][CH2:9][C@H:10]([C:20]1[CH:25]=[CH:24][CH:23]=[CH:22][CH:21]=1)[C:11]1[C:19]2[C:14](=[N:15][CH:16]=[CH:17][CH:18]=2)[NH:13][CH:12]=1.[F:28][C:29]([F:34])([F:33])[C:30]([OH:32])=[O:31]. (2) Given the reactants [F:1][C:2]1[CH:3]=[CH:4][C:5]([N+:9]([O-:11])=[O:10])=[C:6]([OH:8])[CH:7]=1.C([O-])([O-])=O.[K+].[K+].[CH2:18](Br)[C:19]1[CH:24]=[CH:23][CH:22]=[CH:21][CH:20]=1, predict the reaction product. The product is: [CH2:18]([O:8][C:6]1[CH:7]=[C:2]([F:1])[CH:3]=[CH:4][C:5]=1[N+:9]([O-:11])=[O:10])[C:19]1[CH:24]=[CH:23][CH:22]=[CH:21][CH:20]=1. (3) Given the reactants CS(O[CH2:6][CH2:7][CH2:8][S:9]([C:12]1[CH:17]=[CH:16][CH:15]=[C:14]([O:18][C:19]2[CH:24]=[CH:23][C:22]([Cl:25])=[C:21]([C:26]3[C:35]([CH3:36])=[N:34][C:33]4[C:28](=[CH:29][CH:30]=[CH:31][C:32]=4[C:37]([F:40])([F:39])[F:38])[N:27]=3)[CH:20]=2)[CH:13]=1)(=[O:11])=[O:10])(=O)=O.[F-:41].[K+], predict the reaction product. The product is: [Cl:25][C:22]1[CH:23]=[CH:24][C:19]([O:18][C:14]2[CH:15]=[CH:16][CH:17]=[C:12]([S:9]([CH2:8][CH2:7][CH2:6][F:41])(=[O:11])=[O:10])[CH:13]=2)=[CH:20][C:21]=1[C:26]1[C:35]([CH3:36])=[N:34][C:33]2[C:28](=[CH:29][CH:30]=[CH:31][C:32]=2[C:37]([F:38])([F:40])[F:39])[N:27]=1. (4) Given the reactants [C:1]([C:3]1[CH:27]=[CH:26][C:6]([CH2:7][NH:8][C:9](=[O:25])[CH:10]([O:22][CH2:23][CH3:24])[N:11]2[CH2:19][C:18]3[C:13](=[CH:14][CH:15]=[CH:16][C:17]=3[CH3:20])[C:12]2=[O:21])=[C:5]([OH:28])[CH:4]=1)#[N:2].I[CH2:30][C:31]([NH2:33])=[O:32].C(=O)([O-])[O-].[Cs+].[Cs+], predict the reaction product. The product is: [C:31]([CH2:30][O:28][C:5]1[CH:4]=[C:3]([C:1]#[N:2])[CH:27]=[CH:26][C:6]=1[CH2:7][NH:8][C:9](=[O:25])[CH:10]([O:22][CH2:23][CH3:24])[N:11]1[CH2:19][C:18]2[C:13](=[CH:14][CH:15]=[CH:16][C:17]=2[CH3:20])[C:12]1=[O:21])(=[O:32])[NH2:33]. (5) Given the reactants [Cl:1][C:2]1[CH:7]=[CH:6][CH:5]=[C:4]([F:8])[C:3]=1[C:9]1[C:10]([Cl:22])=[N:11][C:12]([C:16]2[N:21]=[CH:20][CH:19]=[CH:18][N:17]=2)=[CH:13][C:14]=1[Cl:15].[CH3:23][CH:24]1[CH2:29][CH2:28][NH:27][CH2:26][CH2:25]1, predict the reaction product. The product is: [Cl:15][C:14]1[CH:13]=[C:12]([C:16]2[N:21]=[CH:20][CH:19]=[CH:18][N:17]=2)[N:11]=[C:10]([N:27]2[CH2:28][CH2:29][CH:24]([CH3:23])[CH2:25][CH2:26]2)[C:9]=1[C:3]1[C:4]([F:8])=[CH:5][CH:6]=[CH:7][C:2]=1[Cl:1].[Cl:22][C:10]1[C:9]([C:3]2[C:4]([F:8])=[CH:5][CH:6]=[CH:7][C:2]=2[Cl:1])=[C:14]([N:27]2[CH2:28][CH2:29][CH:24]([CH3:23])[CH2:25][CH2:26]2)[CH:13]=[C:12]([C:16]2[N:21]=[CH:20][CH:19]=[CH:18][N:17]=2)[N:11]=1.